Task: Predict the product of the given reaction.. Dataset: Forward reaction prediction with 1.9M reactions from USPTO patents (1976-2016) (1) Given the reactants [CH2:1]([O:3][C:4]([C:6]1[N:7]([S:28]([C:31]2[CH:36]=[CH:35][C:34]([CH3:37])=[CH:33][CH:32]=2)(=[O:30])=[O:29])[C:8]2[C:13]([CH:14]=1)=[CH:12][C:11]([C:15]1[CH2:16][CH2:17][N:18]([C:21]([O:23][C:24]([CH3:27])([CH3:26])[CH3:25])=[O:22])[CH2:19][CH:20]=1)=[CH:10][CH:9]=2)=[O:5])[CH3:2], predict the reaction product. The product is: [CH2:1]([O:3][C:4]([C:6]1[N:7]([S:28]([C:31]2[CH:32]=[CH:33][C:34]([CH3:37])=[CH:35][CH:36]=2)(=[O:30])=[O:29])[C:8]2[C:13]([CH:14]=1)=[CH:12][C:11]([CH:15]1[CH2:16][CH2:17][N:18]([C:21]([O:23][C:24]([CH3:26])([CH3:27])[CH3:25])=[O:22])[CH2:19][CH2:20]1)=[CH:10][CH:9]=2)=[O:5])[CH3:2]. (2) The product is: [CH3:28][N:2]([CH3:1])[CH2:3][CH2:4][CH2:5][CH2:6][O:7][C:8]1[CH:9]=[CH:10][C:11]([N:14]([CH:30]([CH3:31])[CH3:29])[S:15]([C:18]2[CH:19]=[CH:20][C:21]([C:24]([F:26])([F:27])[F:25])=[CH:22][CH:23]=2)(=[O:17])=[O:16])=[CH:12][CH:13]=1. Given the reactants [CH3:1][N:2]([CH3:28])[CH2:3][CH2:4][CH2:5][CH2:6][O:7][C:8]1[CH:13]=[CH:12][C:11]([NH:14][S:15]([C:18]2[CH:23]=[CH:22][C:21]([C:24]([F:27])([F:26])[F:25])=[CH:20][CH:19]=2)(=[O:17])=[O:16])=[CH:10][CH:9]=1.[CH2:29](O)[CH2:30][CH3:31], predict the reaction product. (3) Given the reactants [NH2:1][C:2](=O)[C@@H:3]([NH:8][C:9](=[O:15])[O:10][C:11]([CH3:14])([CH3:13])[CH3:12])[CH2:4][CH:5]([CH3:7])[CH3:6].COC1C=CC(P2(SP(C3C=CC(OC)=CC=3)(=S)S2)=[S:26])=CC=1, predict the reaction product. The product is: [C:11]([O:10][C:9](=[O:15])[NH:8][C@H:3]([C:2](=[S:26])[NH2:1])[CH2:4][CH:5]([CH3:7])[CH3:6])([CH3:14])([CH3:13])[CH3:12]. (4) Given the reactants S1C2C=CC=CC=2N=C1OC1C=CC(O[CH2:16][CH2:17][N:18]2[CH2:23][CH2:22][CH:21]([N:24]3[CH2:28][CH:27]([OH:29])[CH2:26][C:25]3=[O:30])[CH2:20][CH2:19]2)=CC=1.C(O)(=O)C.O[C@H]1CN([CH:43]2[CH2:48][CH2:47]N[CH2:45][CH2:44]2)C(=O)C1.NC1CCN(CC2C=CC=CC=2)CC1.C(N(CC)C(C)C)(C)C.BrC[C@H](O)CC([O-])=O, predict the reaction product. The product is: [CH2:17]([N:18]1[CH2:19][CH2:20][CH:21]([N:24]2[CH2:28][CH:27]([OH:29])[CH2:26][C:25]2=[O:30])[CH2:22][CH2:23]1)[C:16]1[CH:47]=[CH:48][CH:43]=[CH:44][CH:45]=1. (5) Given the reactants [Cl:1][C:2]1[CH:7]=[CH:6][C:5]([CH:8]([OH:29])[CH2:9][CH2:10][N:11]2[CH2:16][CH2:15][CH:14]([C:17]3[CH:18]=[C:19]([NH:23][C:24](=[O:28])[CH:25]([CH3:27])[CH3:26])[CH:20]=[CH:21][CH:22]=3)[CH2:13][CH2:12]2)=[CH:4][CH:3]=1.[Br:30][C:31]1[CH:36]=[CH:35][C:34](O)=[CH:33][CH:32]=1, predict the reaction product. The product is: [Br:30][C:31]1[CH:36]=[CH:35][C:34]([O:29][CH:8]([C:5]2[CH:4]=[CH:3][C:2]([Cl:1])=[CH:7][CH:6]=2)[CH2:9][CH2:10][N:11]2[CH2:16][CH2:15][CH:14]([C:17]3[CH:18]=[C:19]([NH:23][C:24](=[O:28])[CH:25]([CH3:26])[CH3:27])[CH:20]=[CH:21][CH:22]=3)[CH2:13][CH2:12]2)=[CH:33][CH:32]=1. (6) Given the reactants CN[C@@H]1CCCC[C@H]1NC.CN[C@@H]1CCCC[C@H]1NC.I[C:22]1[C:23](=[O:48])[NH:24][C:25](=[O:47])[N:26]([CH2:28][CH2:29][CH2:30][N:31]2[CH2:36][C@H:35]3[C@:33]([C:37]4[CH:42]=[CH:41][C:40]([C:43]([F:46])([F:45])[F:44])=[CH:39][CH:38]=4)([CH2:34]3)[CH2:32]2)[CH:27]=1.C([O-])([O-])=O.[K+].[K+].[NH:55]1[CH:59]=[CH:58][C:57]([C:60]#[N:61])=[N:56]1, predict the reaction product. The product is: [O:47]=[C:25]1[NH:24][C:23](=[O:48])[C:22]([N:55]2[CH:59]=[CH:58][C:57]([C:60]#[N:61])=[N:56]2)=[CH:27][N:26]1[CH2:28][CH2:29][CH2:30][N:31]1[CH2:36][C@H:35]2[C@:33]([C:37]3[CH:42]=[CH:41][C:40]([C:43]([F:46])([F:45])[F:44])=[CH:39][CH:38]=3)([CH2:34]2)[CH2:32]1. (7) Given the reactants C([Li])CCC.[C:6](#[N:8])[CH3:7].Br[C:10]1[C:15]([Br:16])=[CH:14][CH:13]=[CH:12][N:11]=1, predict the reaction product. The product is: [Br:16][C:15]1[C:10]([CH2:7][C:6]#[N:8])=[N:11][CH:12]=[CH:13][CH:14]=1. (8) Given the reactants [C:1]([O:5][C:6](=[O:15])[NH:7][CH2:8][C@@H:9]1[CH2:14][CH2:13][CH2:12][CH2:11][NH:10]1)([CH3:4])([CH3:3])[CH3:2].[CH3:16][C:17]1[N:21]=[C:20]([C:22]2[CH:30]=[CH:29][CH:28]=[CH:27][C:23]=2[C:24](O)=[O:25])[O:19][N:18]=1.C(N(C(C)C)CC)(C)C.F[P-](F)(F)(F)(F)F.N1(OC(N(C)C)=[N+](C)C)C2N=CC=CC=2N=N1, predict the reaction product. The product is: [C:1]([O:5][C:6](=[O:15])[NH:7][CH2:8][C@@H:9]1[CH2:14][CH2:13][CH2:12][CH2:11][N:10]1[C:24]([C:23]1[CH:27]=[CH:28][CH:29]=[CH:30][C:22]=1[C:20]1[O:19][N:18]=[C:17]([CH3:16])[N:21]=1)=[O:25])([CH3:4])([CH3:2])[CH3:3]. (9) Given the reactants FC(F)(F)C(O)=O.[CH2:8]([O:15][CH:16]1[CH:20]([OH:21])[CH2:19][NH:18][CH2:17]1)[C:9]1[CH:14]=[CH:13][CH:12]=[CH:11][CH:10]=1.CN1CCOCC1.Cl.CN(C)CCCN=C=NCC.ON1C2N=CC=CC=2N=N1.[C:51]([NH:61][C@H:62]([C:67](O)=[O:68])[CH2:63][CH:64]([CH3:66])[CH3:65])([O:53][CH2:54][C:55]1[CH:60]=[CH:59][CH:58]=[CH:57][CH:56]=1)=[O:52], predict the reaction product. The product is: [CH2:8]([O:15][CH:16]1[CH:20]([OH:21])[CH2:19][N:18]([C:67](=[O:68])[C@H:62]([CH2:63][CH:64]([CH3:65])[CH3:66])[NH:61][C:51]([O:53][CH2:54][C:55]2[CH:60]=[CH:59][CH:58]=[CH:57][CH:56]=2)=[O:52])[CH2:17]1)[C:9]1[CH:10]=[CH:11][CH:12]=[CH:13][CH:14]=1.